Dataset: Reaction yield outcomes from USPTO patents with 853,638 reactions. Task: Predict the reaction yield, written as a fraction of the theoretical maximum amount of product (1.0 means a 100% yield; for example, 0.34 means a 34% yield). (1) The reactants are [Br:1][C:2]1[CH:3]=[C:4]([N+]([O-])=O)[C:5]([C:8]#[N:9])=[N:6][CH:7]=1.[CH3:13][O:14][C:15]1[CH:16]=[C:17]([SH:21])[CH:18]=[CH:19][CH:20]=1.CN(C=O)C.[H-].[Na+]. The catalyst is O. The product is [Br:1][C:2]1[CH:3]=[C:4]([S:21][C:17]2[CH:18]=[CH:19][CH:20]=[C:15]([O:14][CH3:13])[CH:16]=2)[C:5]([C:8]#[N:9])=[N:6][CH:7]=1. The yield is 0.810. (2) The reactants are Br[C:2]1[N:7]=[C:6]([C:8]([NH:10][C:11]2[CH:12]=[N:13][CH:14]=[CH:15][C:16]=2[C@@H:17]2[O:22][C@H:21]([CH3:23])[C@:20]([OH:25])([CH3:24])[C@H:19]([NH:26][C:27](=[O:33])[O:28][C:29]([CH3:32])([CH3:31])[CH3:30])[CH2:18]2)=[O:9])[CH:5]=[CH:4][C:3]=1[F:34].[NH:35]1[CH2:40][CH2:39][S:38](=[O:42])(=[O:41])[CH2:37][CH2:36]1.C(=O)([O-])[O-].[Cs+].[Cs+].CC1(C)C2C=CC=C(P(C3C=CC=CC=3)C3C=CC=CC=3)C=2OC2C1=CC=CC=2P(C1C=CC=CC=1)C1C=CC=CC=1. The catalyst is O1CCOCC1.CCOC(C)=O.C1C=CC(/C=C/C(/C=C/C2C=CC=CC=2)=O)=CC=1.C1C=CC(/C=C/C(/C=C/C2C=CC=CC=2)=O)=CC=1.C1C=CC(/C=C/C(/C=C/C2C=CC=CC=2)=O)=CC=1.[Pd].[Pd]. The product is [O:41]=[S:38]1(=[O:42])[CH2:39][CH2:40][N:35]([C:2]2[N:7]=[C:6]([C:8]([NH:10][C:11]3[CH:12]=[N:13][CH:14]=[CH:15][C:16]=3[C@@H:17]3[O:22][C@H:21]([CH3:23])[C@:20]([OH:25])([CH3:24])[C@H:19]([NH:26][C:27](=[O:33])[O:28][C:29]([CH3:32])([CH3:31])[CH3:30])[CH2:18]3)=[O:9])[CH:5]=[CH:4][C:3]=2[F:34])[CH2:36][CH2:37]1. The yield is 1.00. (3) The reactants are Cl[C:2]1[N:3]=[CH:4][C:5]([C:8]([N:10]2[CH2:15][CH2:14][C:13]3[NH:16][C:17]([C:19]4[C:27]5[C:22](=[CH:23][C:24]([C:28]6[CH:33]=[C:32]([F:34])[C:31]([OH:35])=[CH:30][C:29]=6[CH2:36][CH3:37])=[CH:25][CH:26]=5)[NH:21][N:20]=4)=[N:18][C:12]=3[CH2:11]2)=[O:9])=[N:6][CH:7]=1.C(OC([N:45]1[CH2:50][C@@H:49]([CH3:51])[NH:48][CH2:47][C@@H:46]1[CH3:52])=O)(C)(C)C. No catalyst specified. The product is [CH3:52][C@H:46]1[CH2:47][NH:48][C@H:49]([CH3:51])[CH2:50][N:45]1[C:2]1[CH:7]=[N:6][C:5]([C:8]([N:10]2[CH2:15][CH2:14][C:13]3[NH:16][C:17]([C:19]4[C:27]5[C:22](=[CH:23][C:24]([C:28]6[CH:33]=[C:32]([F:34])[C:31]([OH:35])=[CH:30][C:29]=6[CH2:36][CH3:37])=[CH:25][CH:26]=5)[NH:21][N:20]=4)=[N:18][C:12]=3[CH2:11]2)=[O:9])=[CH:4][N:3]=1. The yield is 0.370. (4) The product is [CH3:25][O:26][C:27]1[CH:28]=[C:29]([CH2:30][CH2:31][NH:32][C:16]([C:14]2[CH:13]=[CH:12][C:11]3[N:7]([CH:1]4[CH2:2][CH2:3][CH2:4][CH2:5][CH2:6]4)[C:8]([C:19]4[CH:24]=[CH:23][CH:22]=[CH:21][N:20]=4)=[N:9][C:10]=3[CH:15]=2)=[O:18])[CH:33]=[CH:34][C:35]=1[O:36][CH3:37]. The yield is 0.600. The reactants are [CH:1]1([N:7]2[C:11]3[CH:12]=[CH:13][C:14]([C:16]([OH:18])=O)=[CH:15][C:10]=3[N:9]=[C:8]2[C:19]2[CH:24]=[CH:23][CH:22]=[CH:21][N:20]=2)[CH2:6][CH2:5][CH2:4][CH2:3][CH2:2]1.[CH3:25][O:26][C:27]1[CH:28]=[C:29]([CH:33]=[CH:34][C:35]=1[O:36][CH3:37])[CH2:30][CH2:31][NH2:32].CN(C(ON1N=NC2C=CC=CC1=2)=[N+](C)C)C.[B-](F)(F)(F)F.CCN(C(C)C)C(C)C.[OH-].[Na+]. The catalyst is CN(C=O)C. (5) The reactants are [NH2:1][C:2]1[C:10]([CH3:11])=[CH:9][CH:8]=[CH:7][C:3]=1[C:4]([OH:6])=[O:5].[BrH:12]. The catalyst is CS(C)=O. The product is [NH2:1][C:2]1[C:10]([CH3:11])=[CH:9][C:8]([Br:12])=[CH:7][C:3]=1[C:4]([OH:6])=[O:5]. The yield is 0.510. (6) The reactants are [CH2:1]([O:8][C:9]1[C:14]([O:15][CH3:16])=[CH:13][CH:12]=[CH:11][C:10]=1[CH2:17][CH:18]([OH:21])[CH2:19][OH:20])[C:2]1[CH:7]=[CH:6][CH:5]=[CH:4][CH:3]=1.[Si:22](Cl)([C:25]([CH3:28])([CH3:27])[CH3:26])([CH3:24])[CH3:23].C(N(CC)CC)C. The catalyst is CN(C)C=O.CN(C)C1C=CN=CC=1. The product is [CH2:1]([O:8][C:9]1[C:14]([O:15][CH3:16])=[CH:13][CH:12]=[CH:11][C:10]=1[CH2:17][CH:18]([OH:21])[CH2:19][O:20][Si:22]([C:25]([CH3:28])([CH3:27])[CH3:26])([CH3:24])[CH3:23])[C:2]1[CH:3]=[CH:4][CH:5]=[CH:6][CH:7]=1. The yield is 0.830. (7) The reactants are [CH3:1][O:2][C:3]1([O:10][CH3:11])[CH2:8][CH2:7][O:6][CH2:5][CH:4]1[OH:9].[H-].[Na+].I[CH2:15][CH3:16]. The catalyst is C1COCC1. The product is [CH2:15]([O:9][CH:4]1[C:3]([O:10][CH3:11])([O:2][CH3:1])[CH2:8][CH2:7][O:6][CH2:5]1)[CH3:16]. The yield is 0.900. (8) The reactants are [OH:1][C:2]([C:5]1[CH:10]=[CH:9][C:8]([C:11]2[N:12]=[C:13]([CH2:33][O:34][CH2:35][CH2:36][NH:37]C(=O)OCC3C4C=CC=CC=4C4C3=CC=CC=4)[N:14]3[C:19]4[CH:20]=[CH:21][N:22](S(C5C=CC(C)=CC=5)(=O)=O)[C:18]=4[N:17]=[CH:16][C:15]=23)=[CH:7][CH:6]=1)([CH3:4])[CH3:3].[OH-].[Na+]. The catalyst is O1CCOCC1. The product is [NH2:37][CH2:36][CH2:35][O:34][CH2:33][C:13]1[N:14]2[C:19]3[CH:20]=[CH:21][NH:22][C:18]=3[N:17]=[CH:16][C:15]2=[C:11]([C:8]2[CH:7]=[CH:6][C:5]([C:2]([OH:1])([CH3:3])[CH3:4])=[CH:10][CH:9]=2)[N:12]=1. The yield is 0.440. (9) The reactants are Br[CH:2]([C:14]1[CH:19]=[CH:18][CH:17]=[CH:16][CH:15]=1)[C:3]([C:5]1[C:13]2[C:8](=[CH:9][CH:10]=[CH:11][CH:12]=2)[NH:7][CH:6]=1)=[O:4].[NH2:20][C:21]1[CH:26]=[CH:25][CH:24]=[C:23]([O:27][CH3:28])[N:22]=1. The catalyst is C(#N)C. The product is [NH:7]1[C:8]2[C:13](=[CH:12][CH:11]=[CH:10][CH:9]=2)[C:5]([C:3](=[O:4])[CH:2]([NH:20][C:21]2[CH:26]=[CH:25][CH:24]=[C:23]([O:27][CH3:28])[N:22]=2)[C:14]2[CH:19]=[CH:18][CH:17]=[CH:16][CH:15]=2)=[CH:6]1. The yield is 0.390. (10) The reactants are [F:1][C:2]1[N:3]=[C:4]([C:22]2[CH:23]=[N:24][CH:25]=[C:26]([F:28])[CH:27]=2)[S:5][C:6]=1[N:7](C(OC(C)(C)C)=O)[C:8]([O:10][C:11]([CH3:14])([CH3:13])[CH3:12])=[O:9].FC(F)(F)C(O)=O. The catalyst is ClCCl. The product is [C:11]([O:10][C:8](=[O:9])[NH:7][C:6]1[S:5][C:4]([C:22]2[CH:23]=[N:24][CH:25]=[C:26]([F:28])[CH:27]=2)=[N:3][C:2]=1[F:1])([CH3:14])([CH3:12])[CH3:13]. The yield is 0.680.